From a dataset of NCI-60 drug combinations with 297,098 pairs across 59 cell lines. Regression. Given two drug SMILES strings and cell line genomic features, predict the synergy score measuring deviation from expected non-interaction effect. (1) Drug 1: CN(C)C1=NC(=NC(=N1)N(C)C)N(C)C. Drug 2: CCCS(=O)(=O)NC1=C(C(=C(C=C1)F)C(=O)C2=CNC3=C2C=C(C=N3)C4=CC=C(C=C4)Cl)F. Cell line: NCI-H522. Synergy scores: CSS=-2.19, Synergy_ZIP=1.18, Synergy_Bliss=-0.363, Synergy_Loewe=-6.86, Synergy_HSA=-3.83. (2) Cell line: HS 578T. Drug 2: CCC(=C(C1=CC=CC=C1)C2=CC=C(C=C2)OCCN(C)C)C3=CC=CC=C3.C(C(=O)O)C(CC(=O)O)(C(=O)O)O. Synergy scores: CSS=19.4, Synergy_ZIP=-1.58, Synergy_Bliss=11.1, Synergy_Loewe=5.68, Synergy_HSA=8.80. Drug 1: C1CCC(CC1)NC(=O)N(CCCl)N=O. (3) Drug 1: CC12CCC3C(C1CCC2=O)CC(=C)C4=CC(=O)C=CC34C. Drug 2: C1CN1P(=S)(N2CC2)N3CC3. Cell line: TK-10. Synergy scores: CSS=16.2, Synergy_ZIP=-0.00635, Synergy_Bliss=2.71, Synergy_Loewe=0.762, Synergy_HSA=2.37. (4) Drug 1: CC1CCC2CC(C(=CC=CC=CC(CC(C(=O)C(C(C(=CC(C(=O)CC(OC(=O)C3CCCCN3C(=O)C(=O)C1(O2)O)C(C)CC4CCC(C(C4)OC)OCCO)C)C)O)OC)C)C)C)OC. Drug 2: CC1C(C(CC(O1)OC2CC(OC(C2O)C)OC3=CC4=CC5=C(C(=O)C(C(C5)C(C(=O)C(C(C)O)O)OC)OC6CC(C(C(O6)C)O)OC7CC(C(C(O7)C)O)OC8CC(C(C(O8)C)O)(C)O)C(=C4C(=C3C)O)O)O)O. Cell line: DU-145. Synergy scores: CSS=55.2, Synergy_ZIP=-1.78, Synergy_Bliss=-2.54, Synergy_Loewe=-9.40, Synergy_HSA=-3.44.